This data is from Peptide-MHC class I binding affinity with 185,985 pairs from IEDB/IMGT. The task is: Regression. Given a peptide amino acid sequence and an MHC pseudo amino acid sequence, predict their binding affinity value. This is MHC class I binding data. (1) The peptide sequence is AEILSGRVI. The MHC is HLA-A31:01 with pseudo-sequence HLA-A31:01. The binding affinity (normalized) is 0.0847. (2) The peptide sequence is GESRKTFVEL. The MHC is H-2-Kb with pseudo-sequence H-2-Kb. The binding affinity (normalized) is 0.100.